This data is from Forward reaction prediction with 1.9M reactions from USPTO patents (1976-2016). The task is: Predict the product of the given reaction. (1) Given the reactants Cl[C:2]1[C:3]([CH3:22])=[N:4][C:5]2[C:10]([N:11]=1)=[C:9]([C:12]1[NH:20][C:19]3[CH2:18][CH2:17][NH:16][C:15](=[O:21])[C:14]=3[CH:13]=1)[CH:8]=[CH:7][CH:6]=2.Cl.[F:24][C:25]([F:31])([F:30])[C:26]1([NH2:29])[CH2:28][CH2:27]1.[O-]P([O-])([O-])=O.[K+].[K+].[K+].C(#N)C.[OH2:43], predict the reaction product. The product is: [C:26]([OH:21])([C:25]([F:31])([F:30])[F:24])=[O:43].[CH3:22][C:3]1[C:2]([NH:29][C:26]2([C:25]([F:31])([F:30])[F:24])[CH2:28][CH2:27]2)=[N:11][C:10]2[C:5](=[CH:6][CH:7]=[CH:8][C:9]=2[C:12]2[NH:20][C:19]3[CH2:18][CH2:17][NH:16][C:15](=[O:21])[C:14]=3[CH:13]=2)[N:4]=1. (2) Given the reactants [CH3:1][C:2]1[C:3]([NH2:11])=[N:4][CH:5]=[C:6]([N+:8]([O-:10])=[O:9])[CH:7]=1.[C:12](OCC)(=O)C, predict the reaction product. The product is: [N+:8]([C:6]1[CH:7]=[C:2]2[CH:1]=[CH:12][NH:11][C:3]2=[N:4][CH:5]=1)([O-:10])=[O:9]. (3) Given the reactants [O:1]1[C:5]2([CH2:10][CH2:9][CH:8]([OH:11])[CH2:7][CH2:6]2)[O:4][CH2:3][CH2:2]1.[H-].[Na+].Cl[C:15]1[N:20]=[CH:19][CH:18]=[CH:17][N:16]=1, predict the reaction product. The product is: [O:1]1[C:5]2([CH2:10][CH2:9][CH:8]([O:11][C:15]3[N:20]=[CH:19][CH:18]=[CH:17][N:16]=3)[CH2:7][CH2:6]2)[O:4][CH2:3][CH2:2]1. (4) Given the reactants Br[C:2]1[S:3][C:4]([C:7]#[N:8])=[CH:5][N:6]=1.[CH3:9][S-:10].[Na+].[CH2:12]([OH:14])[CH3:13], predict the reaction product. The product is: [CH3:9][S:10][C:2]1[S:3][C:4]([C:7](=[NH:8])[O:14][CH2:12][CH3:13])=[CH:5][N:6]=1. (5) Given the reactants Cl[C:2]1[C:11]2[C:6](=[CH:7][CH:8]=[CH:9][CH:10]=2)[CH:5]=[C:4]([NH:12][C:13]2[CH:17]=[C:16]([CH3:18])[NH:15][N:14]=2)[N:3]=1.[C:19]([C:23]1[CH:28]=[CH:27][C:26](B(O)O)=[CH:25][CH:24]=1)([CH3:22])([CH3:21])[CH3:20], predict the reaction product. The product is: [C:19]([C:23]1[CH:28]=[CH:27][C:26]([C:2]2[C:11]3[C:6](=[CH:7][CH:8]=[CH:9][CH:10]=3)[CH:5]=[C:4]([NH:12][C:13]3[CH:17]=[C:16]([CH3:18])[NH:15][N:14]=3)[N:3]=2)=[CH:25][CH:24]=1)([CH3:22])([CH3:21])[CH3:20].